Dataset: Reaction yield outcomes from USPTO patents with 853,638 reactions. Task: Predict the reaction yield, written as a fraction of the theoretical maximum amount of product (1.0 means a 100% yield; for example, 0.34 means a 34% yield). (1) The reactants are [Cl:1][C:2]1[N:3]=[C:4](Cl)[C:5]2[CH:10]=[CH:9][N:8]([CH:11]3[CH2:13][CH2:12]3)[C:6]=2[N:7]=1.[OH-:15].[K+].Cl. The catalyst is O. The product is [Cl:1][C:2]1[NH:3][C:4](=[O:15])[C:5]2[CH:10]=[CH:9][N:8]([CH:11]3[CH2:13][CH2:12]3)[C:6]=2[N:7]=1. The yield is 0.958. (2) The reactants are Br[C:2]1[CH:3]=[C:4]([O:8][CH3:9])[CH:5]=[CH:6][CH:7]=1.[NH:10]1[CH2:15][CH2:14][O:13][CH2:12][CH2:11]1.CC(C)([O-])C.[Na+]. No catalyst specified. The product is [CH3:9][O:8][C:4]1[CH:3]=[C:2]([N:10]2[CH2:15][CH2:14][O:13][CH2:12][CH2:11]2)[CH:7]=[CH:6][CH:5]=1. The yield is 0.960. (3) The yield is 0.860. The product is [N+:15]([C:3]1[CH:4]=[C:5]([N+:12]([O-:14])=[O:13])[C:6]([C:8]([F:10])([F:11])[F:9])=[CH:7][C:2]=1/[CH:1]=[CH:19]/[N:21]([CH3:23])[CH3:22])([O-:17])=[O:16]. The reactants are [CH3:1][C:2]1[CH:7]=[C:6]([C:8]([F:11])([F:10])[F:9])[C:5]([N+:12]([O-:14])=[O:13])=[CH:4][C:3]=1[N+:15]([O-:17])=[O:16].C[C:19]([N:21]([CH3:23])[CH3:22])=O. The catalyst is CN(C=O)C. (4) The reactants are Br[C:2]1[CH:7]=[CH:6][C:5]([CH3:8])=[CH:4][N:3]=1.[F:9][C:10]([F:17])([F:16])[C:11]1[CH:15]=[CH:14][NH:13][N:12]=1.C(=O)([O-])[O-].[Cs+].[Cs+].N1C2C(=CC=C3C=2N=CC=C3)C=CC=1.C(=CC(C=CC1C=CC=CC=1)=O)C1C=CC=CC=1. The catalyst is C1(C)C(C)=CC=CC=1.C(OCC)C. The product is [CH3:8][C:5]1[CH:6]=[CH:7][C:2]([N:13]2[CH:14]=[CH:15][C:11]([C:10]([F:17])([F:16])[F:9])=[N:12]2)=[N:3][CH:4]=1. The yield is 0.750. (5) The reactants are [N:1]1([C:10]([O:12][C:13]([CH3:16])([CH3:15])[CH3:14])=[O:11])[CH2:5][CH2:4][CH2:3][CH:2]1[C:6]([O:8][CH3:9])=[O:7].[Li+].C[Si]([N-][Si](C)(C)C)(C)C.[Br:27][C:28]1[CH:29]=[C:30]([CH:33]=[C:34]([Br:36])[CH:35]=1)[CH2:31]Br. The catalyst is C1COCC1. The product is [Br:27][C:28]1[CH:29]=[C:30]([CH:33]=[C:34]([Br:36])[CH:35]=1)[CH2:31][C:2]1([C:6]([O:8][CH3:9])=[O:7])[CH2:3][CH2:4][CH2:5][N:1]1[C:10]([O:12][C:13]([CH3:16])([CH3:15])[CH3:14])=[O:11]. The yield is 0.500.